Dataset: Reaction yield outcomes from USPTO patents with 853,638 reactions. Task: Predict the reaction yield, written as a fraction of the theoretical maximum amount of product (1.0 means a 100% yield; for example, 0.34 means a 34% yield). The reactants are [C:1]1([O:7][C:8](=[O:18])[NH:9][C:10]2[S:14][N:13]=[C:12]([SH:15])[C:11]=2[C:16]#[N:17])[CH:6]=[CH:5][CH:4]=[CH:3][CH:2]=1.C(C1C=C(C)C=C(C(C)(C)C)C=1[OH:34])(C)(C)C.S(=O)(=O)(O)O.[BH4-].[Na+].Cl. No catalyst specified. The product is [C:1]1([O:7][C:8](=[O:18])[NH:9][C:10]2[S:14][N:13]=[C:12]([SH:15])[C:11]=2[C:16](=[O:34])[NH2:17])[CH:2]=[CH:3][CH:4]=[CH:5][CH:6]=1. The yield is 0.810.